From a dataset of Full USPTO retrosynthesis dataset with 1.9M reactions from patents (1976-2016). Predict the reactants needed to synthesize the given product. (1) Given the product [CH3:1][O:2][C:3](=[O:4])[NH:5][C@@H:6]([CH:10]1[CH2:15][CH2:14][O:13][CH2:12][CH2:11]1)[C:7]([N:62]1[CH2:63][C@@H:64]([CH3:66])[CH2:65][C@H:61]1[C:58]1[NH:59][CH:60]=[C:56]([C:53]2[CH:54]=[CH:55][C:50]([C:48]3[CH:49]=[C:44]([Cl:43])[C:45]([NH:72][C:73]([C:74]4[CH:75]=[N:76][C:77]([N:80]5[CH2:85][CH2:84][N:83]([C:86](=[O:91])[C:87]([CH3:90])([CH3:89])[CH3:88])[CH2:82][C@H:81]5[CH3:92])=[CH:78][CH:79]=4)=[O:93])=[CH:46][C:47]=3[O:67][C:68]([F:70])([F:71])[F:69])=[CH:51][CH:52]=2)[N:57]=1)=[O:9], predict the reactants needed to synthesize it. The reactants are: [CH3:1][O:2][C:3]([NH:5][C@@H:6]([CH:10]1[CH2:15][CH2:14][O:13][CH2:12][CH2:11]1)[C:7]([OH:9])=O)=[O:4].CN(C(ON1N=NC2C=CC=NC1=2)=[N+](C)C)C.F[P-](F)(F)(F)(F)F.Cl.Cl.Cl.[Cl:43][C:44]1[C:45]([NH:72][C:73](=[O:93])[C:74]2[CH:79]=[CH:78][C:77]([N:80]3[CH2:85][CH2:84][N:83]([C:86](=[O:91])[C:87]([CH3:90])([CH3:89])[CH3:88])[CH2:82][C@H:81]3[CH3:92])=[N:76][CH:75]=2)=[CH:46][C:47]([O:67][C:68]([F:71])([F:70])[F:69])=[C:48]([C:50]2[CH:55]=[CH:54][C:53]([C:56]3[N:57]=[C:58]([C@@H:61]4[CH2:65][C@H:64]([CH3:66])[CH2:63][NH:62]4)[NH:59][CH:60]=3)=[CH:52][CH:51]=2)[CH:49]=1.CCN(C(C)C)C(C)C. (2) Given the product [F:26][C:27]([F:35])([F:36])[C:28]1[CH:29]=[C:30]([NH:31][C:1]([CH2:4][N:5]2[C:14]3[C:9](=[C:10]([CH2:17][CH:18]4[S:22][C:21](=[O:23])[NH:20][C:19]4=[O:24])[CH:11]=[CH:12][C:13]=3[O:15][CH3:16])[CH2:8][CH2:7][C:6]2=[O:25])=[O:2])[CH:32]=[CH:33][CH:34]=1, predict the reactants needed to synthesize it. The reactants are: [C:1]([CH2:4][N:5]1[C:14]2[C:9](=[C:10]([CH2:17][CH:18]3[S:22][C:21](=[O:23])[NH:20][C:19]3=[O:24])[CH:11]=[CH:12][C:13]=2[O:15][CH3:16])[CH2:8][CH2:7][C:6]1=[O:25])(O)=[O:2].[F:26][C:27]([F:36])([F:35])[C:28]1[CH:29]=[C:30]([CH:32]=[CH:33][CH:34]=1)[NH2:31].ON1C2C=CC=CC=2N=N1.O. (3) Given the product [F:19][C:20]1[CH:25]=[CH:24][C:23]([C:2]2[CH:3]=[CH:4][C:5](=[O:18])[N:6]([CH2:8][CH2:9][C:10]#[C:11][C:12]3[CH:17]=[CH:16][CH:15]=[CH:14][N:13]=3)[CH:7]=2)=[CH:22][CH:21]=1, predict the reactants needed to synthesize it. The reactants are: Br[C:2]1[CH:3]=[CH:4][C:5](=[O:18])[N:6]([CH2:8][CH2:9][C:10]#[C:11][C:12]2[CH:17]=[CH:16][CH:15]=[CH:14][N:13]=2)[CH:7]=1.[F:19][C:20]1[CH:25]=[CH:24][C:23](B(O)O)=[CH:22][CH:21]=1.